This data is from Reaction yield outcomes from USPTO patents with 853,638 reactions. The task is: Predict the reaction yield, written as a fraction of the theoretical maximum amount of product (1.0 means a 100% yield; for example, 0.34 means a 34% yield). The reactants are [Cl:1][C:2]1[C:11]2[C:6](=[CH:7][CH:8]=[C:9]([Cl:12])[CH:10]=2)[N:5]=[N:4][CH:3]=1.[F:13][C:14]1[CH:20]=[C:19]([CH3:21])[C:18]([OH:22])=[CH:17][C:15]=1[NH2:16]. The catalyst is CC(O)CCC.Cl. The product is [ClH:1].[Cl:12][C:9]1[CH:10]=[C:11]2[C:6](=[CH:7][CH:8]=1)[N:5]=[N:4][CH:3]=[C:2]2[NH:16][C:15]1[CH:17]=[C:18]([OH:22])[C:19]([CH3:21])=[CH:20][C:14]=1[F:13]. The yield is 0.950.